From a dataset of NCI-60 drug combinations with 297,098 pairs across 59 cell lines. Regression. Given two drug SMILES strings and cell line genomic features, predict the synergy score measuring deviation from expected non-interaction effect. (1) Drug 1: CC1=C(C=C(C=C1)NC2=NC=CC(=N2)N(C)C3=CC4=NN(C(=C4C=C3)C)C)S(=O)(=O)N.Cl. Drug 2: C1=C(C(=O)NC(=O)N1)N(CCCl)CCCl. Cell line: PC-3. Synergy scores: CSS=16.4, Synergy_ZIP=0.450, Synergy_Bliss=2.19, Synergy_Loewe=-2.56, Synergy_HSA=2.52. (2) Drug 1: C1=CC=C(C=C1)NC(=O)CCCCCCC(=O)NO. Drug 2: CC(C)NC(=O)C1=CC=C(C=C1)CNNC.Cl. Cell line: SF-268. Synergy scores: CSS=2.01, Synergy_ZIP=-1.07, Synergy_Bliss=-0.846, Synergy_Loewe=-7.98, Synergy_HSA=-3.69. (3) Drug 1: COC1=CC(=CC(=C1O)OC)C2C3C(COC3=O)C(C4=CC5=C(C=C24)OCO5)OC6C(C(C7C(O6)COC(O7)C8=CC=CS8)O)O. Drug 2: C(CN)CNCCSP(=O)(O)O. Cell line: RXF 393. Synergy scores: CSS=18.5, Synergy_ZIP=-2.98, Synergy_Bliss=0.667, Synergy_Loewe=-32.8, Synergy_HSA=0.129. (4) Drug 1: C1=NC2=C(N=C(N=C2N1C3C(C(C(O3)CO)O)O)F)N. Drug 2: C1CN(P(=O)(OC1)NCCCl)CCCl. Cell line: A549. Synergy scores: CSS=-0.256, Synergy_ZIP=-0.277, Synergy_Bliss=-0.0627, Synergy_Loewe=-2.89, Synergy_HSA=-0.688. (5) Drug 1: CN(C)C1=NC(=NC(=N1)N(C)C)N(C)C. Drug 2: CCN(CC)CCNC(=O)C1=C(NC(=C1C)C=C2C3=C(C=CC(=C3)F)NC2=O)C. Cell line: MOLT-4. Synergy scores: CSS=-2.77, Synergy_ZIP=0.226, Synergy_Bliss=-0.707, Synergy_Loewe=-9.51, Synergy_HSA=-5.28. (6) Drug 1: CS(=O)(=O)C1=CC(=C(C=C1)C(=O)NC2=CC(=C(C=C2)Cl)C3=CC=CC=N3)Cl. Drug 2: CCN(CC)CCNC(=O)C1=C(NC(=C1C)C=C2C3=C(C=CC(=C3)F)NC2=O)C. Cell line: ACHN. Synergy scores: CSS=11.9, Synergy_ZIP=-0.335, Synergy_Bliss=4.31, Synergy_Loewe=1.25, Synergy_HSA=0.776. (7) Drug 1: CC1=CC2C(CCC3(C2CCC3(C(=O)C)OC(=O)C)C)C4(C1=CC(=O)CC4)C. Drug 2: COC1=NC(=NC2=C1N=CN2C3C(C(C(O3)CO)O)O)N. Cell line: A498. Synergy scores: CSS=5.72, Synergy_ZIP=1.51, Synergy_Bliss=9.11, Synergy_Loewe=-0.576, Synergy_HSA=1.15. (8) Drug 2: C(CCl)NC(=O)N(CCCl)N=O. Synergy scores: CSS=4.06, Synergy_ZIP=-1.11, Synergy_Bliss=2.89, Synergy_Loewe=-1.61, Synergy_HSA=0.209. Drug 1: CC(C)CN1C=NC2=C1C3=CC=CC=C3N=C2N. Cell line: ACHN. (9) Drug 1: CCC(=C(C1=CC=CC=C1)C2=CC=C(C=C2)OCCN(C)C)C3=CC=CC=C3.C(C(=O)O)C(CC(=O)O)(C(=O)O)O. Drug 2: CC1C(C(CC(O1)OC2CC(CC3=C2C(=C4C(=C3O)C(=O)C5=CC=CC=C5C4=O)O)(C(=O)C)O)N)O. Cell line: OVCAR-5. Synergy scores: CSS=42.4, Synergy_ZIP=-1.83, Synergy_Bliss=-0.0958, Synergy_Loewe=3.12, Synergy_HSA=3.50. (10) Drug 1: C1CN1C2=NC(=NC(=N2)N3CC3)N4CC4. Drug 2: CC1OCC2C(O1)C(C(C(O2)OC3C4COC(=O)C4C(C5=CC6=C(C=C35)OCO6)C7=CC(=C(C(=C7)OC)O)OC)O)O. Cell line: KM12. Synergy scores: CSS=50.5, Synergy_ZIP=0.658, Synergy_Bliss=2.55, Synergy_Loewe=8.22, Synergy_HSA=10.1.